From a dataset of Reaction yield outcomes from USPTO patents with 853,638 reactions. Predict the reaction yield, written as a fraction of the theoretical maximum amount of product (1.0 means a 100% yield; for example, 0.34 means a 34% yield). (1) The yield is 0.980. The reactants are CCOC(/N=N/C(OCC)=O)=O.[C:13]([O:17][C:18](=[O:24])[N:19]([CH2:21][CH2:22][OH:23])[CH3:20])([CH3:16])([CH3:15])[CH3:14].O[N:26]1[C:30](=[O:31])[C:29]2=[CH:32][CH:33]=[CH:34][CH:35]=[C:28]2[C:27]1=[O:36].C1(P(C2C=CC=CC=2)C2C=CC=CC=2)C=CC=CC=1. The catalyst is O1CCCC1. The product is [C:13]([O:17][C:18](=[O:24])[N:19]([CH2:21][CH2:22][O:23][N:26]1[C:30](=[O:31])[C:29]2[C:28](=[CH:35][CH:34]=[CH:33][CH:32]=2)[C:27]1=[O:36])[CH3:20])([CH3:16])([CH3:14])[CH3:15]. (2) The reactants are Br[C:2]1[CH:7]=[CH:6][C:5]([C:8]([F:11])([F:10])[F:9])=[CH:4][C:3]=1[F:12].[F:13][C:14]([F:34])([F:33])[O:15][C:16]1[CH:21]=[CH:20][C:19]([N:22]2[CH2:26][CH2:25][C:24]3([CH2:31][CH2:30][NH:29][CH2:28][CH2:27]3)[C:23]2=[O:32])=[CH:18][CH:17]=1.CC(C)([O-])C.[Na+].C1(C)C=CC=CC=1. The catalyst is C(OCC)(=O)C.[Pd].[Pd].C(=CC(C=CC1C=CC=CC=1)=O)C1C=CC=CC=1.C(=CC(C=CC1C=CC=CC=1)=O)C1C=CC=CC=1.C(=CC(C=CC1C=CC=CC=1)=O)C1C=CC=CC=1.C1C=CC(P(C2C(C3C(P(C4C=CC=CC=4)C4C=CC=CC=4)=CC=C4C=3C=CC=C4)=C3C(C=CC=C3)=CC=2)C2C=CC=CC=2)=CC=1. The product is [F:12][C:3]1[CH:4]=[C:5]([C:8]([F:11])([F:10])[F:9])[CH:6]=[CH:7][C:2]=1[N:29]1[CH2:30][CH2:31][C:24]2([C:23](=[O:32])[N:22]([C:19]3[CH:18]=[CH:17][C:16]([O:15][C:14]([F:33])([F:13])[F:34])=[CH:21][CH:20]=3)[CH2:26][CH2:25]2)[CH2:27][CH2:28]1. The yield is 0.660. (3) The reactants are [CH3:1][C:2]1[CH:8]=[CH:7][C:6]([O:9][CH2:10][CH:11]=[CH2:12])=[CH:5][C:3]=1[NH2:4].[Cl:13][C:14]1[N:19]=[C:18](Cl)[CH:17]=[CH:16][N:15]=1.C(=O)(O)[O-].[Na+]. The catalyst is C(O)(C)(C)C.C(OCC)(=O)C.O. The product is [Cl:13][C:14]1[N:19]=[C:18]([NH:4][C:3]2[CH:5]=[C:6]([O:9][CH2:10][CH:11]=[CH2:12])[CH:7]=[CH:8][C:2]=2[CH3:1])[CH:17]=[CH:16][N:15]=1. The yield is 0.720. (4) The reactants are [C:1]12[CH:24]=[C:22]3[N:23]=[C:19]([CH:20]=[CH:21]3)[CH:18]=[C:16]3[NH:17][C:13]([CH:14]=[CH:15]3)=[CH:12][C:10]3=[N:11][C:7]([CH:8]=[CH:9]3)=[CH:6][C:4]([NH:5]1)=[CH:3][CH:2]=2.[Zn:25](OC(C)=O)OC(C)=O.O.O. The catalyst is C(Cl)(Cl)Cl.CO. The product is [C:1]12[CH:24]=[C:22]3[N:23]=[C:19]([CH:20]=[CH:21]3)[CH:18]=[C:16]3[NH:17][C:13]([CH:14]=[CH:15]3)=[CH:12][C:10]3=[N:11][C:7]([CH:8]=[CH:9]3)=[CH:6][C:4]([NH:5]1)=[CH:3][CH:2]=2.[Zn:25]. The yield is 0.730. (5) The reactants are [C:1]1([CH:7]2[C:16]3[C:11]4=[C:12]([CH:18]([C:21]5[CH:26]=[CH:25][CH:24]=[CH:23][CH:22]=5)[CH2:19][CH2:20][N:10]4[CH2:9][CH2:8]2)[CH:13]=[C:14]([NH2:17])[CH:15]=3)[CH:6]=[CH:5][CH:4]=[CH:3][CH:2]=1.C(N(CC)CC)C.[CH3:34][N:35]([CH3:39])[C:36](Cl)=[O:37]. The catalyst is ClCCl. The product is [C:21]1([CH:18]2[C:12]3[C:11]4=[C:16]([CH:7]([C:1]5[CH:2]=[CH:3][CH:4]=[CH:5][CH:6]=5)[CH2:8][CH2:9][N:10]4[CH2:20][CH2:19]2)[CH:15]=[C:14]([NH:17][C:36](=[O:37])[N:35]([CH3:39])[CH3:34])[CH:13]=3)[CH:26]=[CH:25][CH:24]=[CH:23][CH:22]=1. The yield is 0.490. (6) The reactants are [C:1]([CH2:3][C:4]1([N:15]2[CH:19]=[C:18]([C:20]3[C:25]([F:26])=[CH:24][N:23]=[C:22]4[N:27]([CH2:30][O:31][CH2:32][CH2:33][Si:34]([CH3:37])([CH3:36])[CH3:35])[CH:28]=[CH:29][C:21]=34)[CH:17]=[N:16]2)[CH2:7][N:6](C(OC(C)(C)C)=O)[CH2:5]1)#[N:2].Cl.O1CCOCC1. The catalyst is C1COCC1. The product is [F:26][C:25]1[C:20]([C:18]2[CH:17]=[N:16][N:15]([C:4]3([CH2:3][C:1]#[N:2])[CH2:7][NH:6][CH2:5]3)[CH:19]=2)=[C:21]2[CH:29]=[CH:28][N:27]([CH2:30][O:31][CH2:32][CH2:33][Si:34]([CH3:36])([CH3:37])[CH3:35])[C:22]2=[N:23][CH:24]=1. The yield is 0.992. (7) The reactants are [CH:1]1([CH2:6][CH:7]([C:11]2[CH:16]=[CH:15][C:14]([Cl:17])=[C:13]([Cl:18])[CH:12]=2)[C:8](O)=[O:9])[CH2:5][CH2:4][CH2:3][CH2:2]1.F[P-](F)(F)(F)(F)F.N1(OC(N(C)C)=[N+](C)C)C2C=CC=CC=2N=N1.C(N(CC)C(C)C)(C)C.[NH2:52][C:53]1[S:54][CH:55]=[N:56][N:57]=1. The catalyst is CN(C)C=O. The product is [CH:1]1([CH2:6][CH:7]([C:11]2[CH:16]=[CH:15][C:14]([Cl:17])=[C:13]([Cl:18])[CH:12]=2)[C:8]([NH:52][C:53]2[S:54][CH:55]=[N:56][N:57]=2)=[O:9])[CH2:5][CH2:4][CH2:3][CH2:2]1. The yield is 0.770. (8) The reactants are I[C:2]1[CH:12]=[CH:11][C:5]([C:6]([O:8][CH2:9][CH3:10])=[O:7])=[CH:4][CH:3]=1.[Cl-].[Li+].C([Mg]Cl)(C)C.[CH3:20][CH:21]([CH3:25])[CH2:22][CH:23]=[O:24]. The catalyst is O1CCCC1. The product is [OH:24][CH:23]([C:2]1[CH:12]=[CH:11][C:5]([C:6]([O:8][CH2:9][CH3:10])=[O:7])=[CH:4][CH:3]=1)[CH2:22][CH:21]([CH3:25])[CH3:20]. The yield is 0.930. (9) The reactants are C(=O)(OC[CH:5]([CH2:23]C1C=CC=CC=1)[NH:6][C:7]([CH:9]1[CH2:14][CH2:13][N:12]([C:15]2[C:20]([Cl:21])=[CH:19][N:18]=[CH:17][C:16]=2[Cl:22])[CH2:11][CH2:10]1)=[O:8])N.C[Si](I)(C)C.C(#[N:38])C. The catalyst is ClCCl. The product is [NH2:38][CH2:23][CH2:5][NH:6][C:7]([CH:9]1[CH2:10][CH2:11][N:12]([C:15]2[C:16]([Cl:22])=[CH:17][N:18]=[CH:19][C:20]=2[Cl:21])[CH2:13][CH2:14]1)=[O:8]. The yield is 0.610.